This data is from Catalyst prediction with 721,799 reactions and 888 catalyst types from USPTO. The task is: Predict which catalyst facilitates the given reaction. (1) Reactant: O=[C:2]1[CH2:8][CH2:7][O:6][C@H:5]([C:9]([O:11][CH3:12])=[O:10])[CH2:4][N:3]1[C:13]([O:15][C:16]([CH3:19])([CH3:18])[CH3:17])=[O:14]. Product: [O:6]1[CH2:7][CH2:8][CH2:2][N:3]([C:13]([O:15][C:16]([CH3:19])([CH3:18])[CH3:17])=[O:14])[CH2:4][C@H:5]1[C:9]([O:11][CH3:12])=[O:10]. The catalyst class is: 5. (2) The catalyst class is: 47. Product: [C:1]([C:5]1[CH:6]=[C:7]([CH:11]2[CH2:16][CH:15]([C:17]([OH:19])=[O:18])[CH2:14][CH2:13][N:12]2[C:21]([O:23][CH3:24])=[O:22])[CH:8]=[CH:9][CH:10]=1)([CH3:4])([CH3:2])[CH3:3]. Reactant: [C:1]([C:5]1[CH:6]=[C:7]([CH:11]2[CH2:16][CH:15]([C:17]([O:19]C)=[O:18])[CH2:14][CH2:13][N:12]2[C:21]([O:23][CH3:24])=[O:22])[CH:8]=[CH:9][CH:10]=1)([CH3:4])([CH3:3])[CH3:2].[Br-].[Li+].C(N(CC)CC)C.CC(OC)(C)C. (3) Reactant: [NH3:1].[CH2:2]([O:4][C:5]([C:7]1[C:8]2[S:16][CH:15]=[C:14]([CH2:17][O:18][C:19]3[CH:24]=[C:23]([C:25]4[O:26][C:27]([CH2:30][C:31]5[CH:36]=[CH:35][C:34]([Cl:37])=[CH:33][CH:32]=5)=[N:28][N:29]=4)[CH:22]=[CH:21][C:20]=3[CH3:38])[C:9]=2[C:10](Cl)=[N:11][CH:12]=1)=[O:6])[CH3:3]. Product: [CH2:2]([O:4][C:5]([C:7]1[C:8]2[S:16][CH:15]=[C:14]([CH2:17][O:18][C:19]3[CH:24]=[C:23]([C:25]4[O:26][C:27]([CH2:30][C:31]5[CH:32]=[CH:33][C:34]([Cl:37])=[CH:35][CH:36]=5)=[N:28][N:29]=4)[CH:22]=[CH:21][C:20]=3[CH3:38])[C:9]=2[C:10]([NH2:1])=[N:11][CH:12]=1)=[O:6])[CH3:3]. The catalyst class is: 41. (4) Reactant: Cl.[NH2:2][CH:3]1[CH2:9][CH:8]2[N:10]([C:11]3[C:20]4[C:15](=[CH:16][CH:17]=[CH:18][CH:19]=4)[C:14]([C:21]#[N:22])=[CH:13][CH:12]=3)[CH:5]([CH2:6][CH2:7]2)[CH2:4]1.ClC(Cl)(Cl)[C:25]([N:27]=C=O)=[O:26]. The catalyst class is: 7. Product: [C:21]([C:14]1[C:15]2[C:20](=[CH:19][CH:18]=[CH:17][CH:16]=2)[C:11]([N:10]2[CH:8]3[CH2:7][CH2:6][CH:5]2[CH2:4][CH:3]([NH:2][C:25]([NH2:27])=[O:26])[CH2:9]3)=[CH:12][CH:13]=1)#[N:22]. (5) Reactant: [Cl:1][C:2]1[CH:10]=[CH:9][C:8]2[NH:7][C:6]3[CH2:11][CH2:12][N:13]([CH2:15][CH2:16][CH2:17][CH:18]([C:20]4[CH:25]=[CH:24][C:23]([F:26])=[CH:22][CH:21]=4)[OH:19])[CH2:14][C:5]=3[C:4]=2[CH:3]=1.P([O-])([O-])([O-])=O.[K+].[K+].[K+].N1CCC[C@H]1C(O)=O.Br[CH:44]=[C:45]([C:47]1[CH:52]=[CH:51][N:50]=[CH:49][CH:48]=1)[CH3:46]. Product: [Cl:1][C:2]1[CH:10]=[CH:9][C:8]2[N:7](/[CH:44]=[C:45](/[C:47]3[CH:52]=[CH:51][N:50]=[CH:49][CH:48]=3)\[CH3:46])[C:6]3[CH2:11][CH2:12][N:13]([CH2:15][CH2:16][CH2:17][CH:18]([C:20]4[CH:21]=[CH:22][C:23]([F:26])=[CH:24][CH:25]=4)[OH:19])[CH2:14][C:5]=3[C:4]=2[CH:3]=1. The catalyst class is: 122. (6) Product: [F:10][C:11]1[CH:16]=[CH:15][C:14]([C:17]2[CH:22]=[CH:21][C:20]([CH2:23][CH:24]3[C:33]4[C:28](=[CH:29][C:30]([O:36][CH3:37])=[C:31]([O:34][CH3:35])[CH:32]=4)[CH2:27][CH2:26][N:25]3[C:1]([C:2]3[CH:7]=[CH:6][CH:5]=[CH:4][CH:3]=3)=[O:8])=[CH:19][CH:18]=2)=[C:13]([O:38][CH3:39])[CH:12]=1. Reactant: [C:1](Cl)(=[O:8])[C:2]1[CH:7]=[CH:6][CH:5]=[CH:4][CH:3]=1.[F:10][C:11]1[CH:16]=[CH:15][C:14]([C:17]2[CH:22]=[CH:21][C:20]([CH2:23][CH:24]3[C:33]4[C:28](=[CH:29][C:30]([O:36][CH3:37])=[C:31]([O:34][CH3:35])[CH:32]=4)[CH2:27][CH2:26][NH:25]3)=[CH:19][CH:18]=2)=[C:13]([O:38][CH3:39])[CH:12]=1.[OH-].[Na+]. The catalyst class is: 7. (7) Reactant: [Br:1][C:2]1[C:7]([F:8])=[CH:6][CH:5]=[CH:4][C:3]=1[NH:9][C:10](=[O:19])[CH:11]=[CH:12]C1C=CC=CC=1.[Cl-].[Al+3].[Cl-].[Cl-]. Product: [Br:1][C:2]1[C:7]([F:8])=[CH:6][CH:5]=[C:4]2[C:3]=1[NH:9][C:10](=[O:19])[CH:11]=[CH:12]2. The catalyst class is: 159. (8) Reactant: [Cl:1][C:2]1[CH:7]=[CH:6][C:5]([CH:8]([C:29]2[CH:34]=[CH:33][C:32]([Cl:35])=[CH:31][CH:30]=2)[C:9]2[CH:10]=[C:11]3[C:16](=[CH:17][CH:18]=2)[N:15]=[N:14][CH:13]=[C:12]3[NH:19][CH2:20][C:21]2[CH:26]=[CH:25][C:24]([O:27]C)=[CH:23][CH:22]=2)=[CH:4][CH:3]=1.B(Br)(Br)Br. Product: [Cl:35][C:32]1[CH:31]=[CH:30][C:29]([CH:8]([C:5]2[CH:4]=[CH:3][C:2]([Cl:1])=[CH:7][CH:6]=2)[C:9]2[CH:10]=[C:11]3[C:16](=[CH:17][CH:18]=2)[N:15]=[N:14][CH:13]=[C:12]3[NH:19][CH2:20][C:21]2[CH:26]=[CH:25][C:24]([OH:27])=[CH:23][CH:22]=2)=[CH:34][CH:33]=1. The catalyst class is: 4. (9) Reactant: [C:1]([O:5][C:6]([N:8]1[CH2:12][CH2:11][CH2:10][CH:9]1[C:13]([O:15][CH2:16][C:17]([C:19]1[CH:20]=[CH:21][C:22]2[C:28]3[CH:29]=[CH:30][C:31](Br)=[CH:32][C:27]=3[CH2:26][O:25][CH2:24][C:23]=2[CH:34]=1)=[O:18])=[O:14])=[O:7])([CH3:4])([CH3:3])[CH3:2].C([Sn](CCCC)(CCCC)[CH:40]=[CH:41][O:42]CC)CCC.O.C1C(=O)N([Br:61])C(=O)C1. Product: [C:1]([O:5][C:6]([N:8]1[CH2:12][CH2:11][CH2:10][CH:9]1[C:13]([O:15][CH2:16][C:17]([C:19]1[CH:20]=[CH:21][C:22]2[C:28]3[CH:29]=[CH:30][C:31]([C:41](=[O:42])[CH2:40][Br:61])=[CH:32][C:27]=3[CH2:26][O:25][CH2:24][C:23]=2[CH:34]=1)=[O:18])=[O:14])=[O:7])([CH3:4])([CH3:2])[CH3:3]. The catalyst class is: 184. (10) Reactant: [CH2:1]([O:3][C:4](=[O:39])[CH2:5][CH2:6][CH2:7][O:8][C:9]1[CH:14]=[CH:13][CH:12]=[C:11]([CH2:15][CH2:16][CH2:17][CH2:18][CH2:19][CH2:20][O:21][C:22]2[CH:27]=[C:26]([O:28][CH2:29][CH3:30])[CH:25]=[C:24](Br)[CH:23]=2)[C:10]=1[CH2:32][CH2:33][C:34]([O:36][CH2:37][CH3:38])=[O:35])[CH3:2].[F:40][C:41]1[CH:42]=[C:43](B(O)O)[CH:44]=[CH:45][C:46]=1[F:47].C(=O)([O-])[O-].[Cs+].[Cs+]. Product: [CH2:1]([O:3][C:4](=[O:39])[CH2:5][CH2:6][CH2:7][O:8][C:9]1[CH:14]=[CH:13][CH:12]=[C:11]([CH2:15][CH2:16][CH2:17][CH2:18][CH2:19][CH2:20][O:21][C:22]2[CH:23]=[C:24]([C:44]3[CH:43]=[CH:42][C:41]([F:40])=[C:46]([F:47])[CH:45]=3)[CH:25]=[C:26]([O:28][CH2:29][CH3:30])[CH:27]=2)[C:10]=1[CH2:32][CH2:33][C:34]([O:36][CH2:37][CH3:38])=[O:35])[CH3:2]. The catalyst class is: 140.